This data is from Forward reaction prediction with 1.9M reactions from USPTO patents (1976-2016). The task is: Predict the product of the given reaction. (1) Given the reactants Cl.[CH3:2][C:3]1[N:7]([C:8]2[CH:26]=[CH:25][C:11]([O:12][C@H:13]3[CH2:17][CH2:16][N:15]([CH:18]4[CH2:23][CH2:22][NH:21][CH2:20][CH2:19]4)[C:14]3=[O:24])=[CH:10][CH:9]=2)[N:6]=[N:5][N:4]=1.CCN(C(C)C)C(C)C.Cl[C:37]1[N:42]=[CH:41][C:40]([CH2:43][CH3:44])=[CH:39][N:38]=1.O, predict the reaction product. The product is: [CH2:43]([C:40]1[CH:39]=[N:38][C:37]([N:21]2[CH2:20][CH2:19][CH:18]([N:15]3[CH2:16][CH2:17][C@H:13]([O:12][C:11]4[CH:10]=[CH:9][C:8]([N:7]5[C:3]([CH3:2])=[N:4][N:5]=[N:6]5)=[CH:26][CH:25]=4)[C:14]3=[O:24])[CH2:23][CH2:22]2)=[N:42][CH:41]=1)[CH3:44]. (2) Given the reactants [CH3:1][C:2]([CH3:29])([O:4][C:5]([NH:7][C@H:8]([CH2:13][C:14]1[CH:19]=[C:18]([F:20])[CH:17]=[CH:16][C:15]=1[O:21][CH2:22][C:23]1[CH:28]=[CH:27][CH:26]=[CH:25][CH:24]=1)[CH2:9][C:10](O)=[O:11])=[O:6])[CH3:3].Cl.[F:31][C:32]([F:44])([F:43])[C:33]1[N:34]=[CH:35][C:36]2[CH2:42][CH2:41][NH:40][CH2:39][C:37]=2[N:38]=1.C(N(C(C)C)CC)(C)C.ON1C2N=CC=CC=2N=N1.F[P-](F)(F)(F)(F)F.N1(OC(N(C)C)=[N+](C)C)C2N=CC=CC=2N=N1, predict the reaction product. The product is: [CH3:1][C:2]([CH3:29])([O:4][C:5]([NH:7][C@H:8]([CH2:13][C:14]1[CH:19]=[C:18]([F:20])[CH:17]=[CH:16][C:15]=1[O:21][CH2:22][C:23]1[CH:24]=[CH:25][CH:26]=[CH:27][CH:28]=1)[CH2:9][C:10]([N:40]1[CH2:41][CH2:42][C:36]2[CH:35]=[N:34][C:33]([C:32]([F:44])([F:31])[F:43])=[N:38][C:37]=2[CH2:39]1)=[O:11])=[O:6])[CH3:3]. (3) Given the reactants [F:1][CH:2]([F:12])[O:3][CH2:4][C@@H:5]1[CH2:8][CH2:7][C@H:6]1C(O)=O.C1C=CC(P([N:27]=[N+]=[N-])(C2C=CC=CC=2)=O)=CC=1.[Cl:30][C:31]1[CH:32]=[C:33]([C:38]2[C:46]([C:47]([NH2:49])=[O:48])=[C:41]3[CH2:42][NH:43][CH2:44][CH2:45][N:40]3[N:39]=2)[CH:34]=[CH:35][C:36]=1[F:37].C1[CH2:54][O:53]CC1, predict the reaction product. The product is: [Cl:30][C:31]1[CH:32]=[C:33]([C:38]2[C:46]([C:47]([NH2:49])=[O:48])=[C:41]3[CH2:42][N:43]([C:54]([NH:27][C@@H:6]4[CH2:7][CH2:8][C@H:5]4[CH2:4][O:3][CH:2]([F:1])[F:12])=[O:53])[CH2:44][CH2:45][N:40]3[N:39]=2)[CH:34]=[CH:35][C:36]=1[F:37]. (4) Given the reactants [C:1]1([C:27]2[CH:32]=[CH:31][CH:30]=[CH:29][CH:28]=2)[CH:6]=[CH:5][C:4]([C:7]2[N:12]=[C:11]3[N:13]=[C:14]([O:19][CH:20]4[CH2:24][O:23][CH2:22][CH:21]4[OH:25])[N:15](CC=C)[C:10]3=[CH:9][C:8]=2[Cl:26])=[CH:3][CH:2]=1.CN1C(=O)CC(=O)N(C)C1=O, predict the reaction product. The product is: [C:1]1([C:27]2[CH:32]=[CH:31][CH:30]=[CH:29][CH:28]=2)[CH:6]=[CH:5][C:4]([C:7]2[N:12]=[C:11]3[N:13]=[C:14]([O:19][CH:20]4[CH2:24][O:23][CH2:22][CH:21]4[OH:25])[NH:15][C:10]3=[CH:9][C:8]=2[Cl:26])=[CH:3][CH:2]=1. (5) Given the reactants [Cl:1][C:2]1[CH:32]=[C:31]([O:33]C)[C:5]2[NH:6][C:7](=[O:30])[CH:8]([CH2:22][C:23]3[CH:28]=[CH:27][CH:26]=[CH:25][C:24]=3[Cl:29])[N:9]=[C:10]([C:11]3[CH:21]=[CH:20][C:14]4[NH:15][C:16](=[O:19])[N:17]([CH3:18])[C:13]=4[CH:12]=3)[C:4]=2[CH:3]=1.B(Br)(Br)Br, predict the reaction product. The product is: [Cl:1][C:2]1[CH:32]=[C:31]([OH:33])[C:5]2[NH:6][C:7](=[O:30])[CH:8]([CH2:22][C:23]3[CH:28]=[CH:27][CH:26]=[CH:25][C:24]=3[Cl:29])[N:9]=[C:10]([C:11]3[CH:21]=[CH:20][C:14]4[NH:15][C:16](=[O:19])[N:17]([CH3:18])[C:13]=4[CH:12]=3)[C:4]=2[CH:3]=1. (6) Given the reactants [F:1][C:2]1[CH:7]=[CH:6][C:5]([F:8])=[CH:4][C:3]=1[C:9]1[CH:16]2[N:12]([C:13](=[O:17])[NH:14][CH2:15]2)[CH:11]([C:18]2[CH:23]=[CH:22][CH:21]=[CH:20][CH:19]=2)[CH:10]=1.[H-].[Na+].I[CH3:27], predict the reaction product. The product is: [F:1][C:2]1[CH:7]=[CH:6][C:5]([F:8])=[CH:4][C:3]=1[C:9]1[C@H:16]2[N:12]([C:13](=[O:17])[N:14]([CH3:27])[CH2:15]2)[C@H:11]([C:18]2[CH:23]=[CH:22][CH:21]=[CH:20][CH:19]=2)[CH:10]=1. (7) Given the reactants C([O:3][C:4](=[O:28])[CH2:5][C:6]([CH3:27])([CH2:9][C:10]1[CH:15]=[CH:14][C:13]([O:16][CH2:17][CH2:18][CH2:19][NH:20][C:21]2[CH:26]=[CH:25][CH:24]=[CH:23][N:22]=2)=[CH:12][CH:11]=1)[CH:7]=[CH2:8])C.[OH-].[Na+].CO, predict the reaction product. The product is: [CH3:27][C:6]([CH2:9][C:10]1[CH:15]=[CH:14][C:13]([O:16][CH2:17][CH2:18][CH2:19][NH:20][C:21]2[CH:26]=[CH:25][CH:24]=[CH:23][N:22]=2)=[CH:12][CH:11]=1)([CH:7]=[CH2:8])[CH2:5][C:4]([OH:28])=[O:3]. (8) Given the reactants [CH2:1]([O:3][C:4]([C:6]1[N:7]([CH3:15])[N:8]=[C:9]([C:11]([CH3:14])([CH3:13])[CH3:12])[CH:10]=1)=[O:5])[CH3:2].[B-](F)(F)(F)[F:17].[B-](F)(F)(F)F.C1[N+]2(CCl)CC[N+](F)(CC2)C1, predict the reaction product. The product is: [CH2:1]([O:3][C:4]([C:6]1[N:7]([CH3:15])[N:8]=[C:9]([C:11]([CH3:14])([CH3:13])[CH3:12])[C:10]=1[F:17])=[O:5])[CH3:2].